Task: Regression. Given two drug SMILES strings and cell line genomic features, predict the synergy score measuring deviation from expected non-interaction effect.. Dataset: NCI-60 drug combinations with 297,098 pairs across 59 cell lines (1) Drug 1: CC1=CC2C(CCC3(C2CCC3(C(=O)C)OC(=O)C)C)C4(C1=CC(=O)CC4)C. Drug 2: C1=NC2=C(N1)C(=S)N=C(N2)N. Cell line: U251. Synergy scores: CSS=27.5, Synergy_ZIP=-3.74, Synergy_Bliss=-0.875, Synergy_Loewe=-7.20, Synergy_HSA=0.261. (2) Drug 1: CN(CC1=CN=C2C(=N1)C(=NC(=N2)N)N)C3=CC=C(C=C3)C(=O)NC(CCC(=O)O)C(=O)O. Drug 2: C1CNP(=O)(OC1)N(CCCl)CCCl. Cell line: 786-0. Synergy scores: CSS=60.4, Synergy_ZIP=2.70, Synergy_Bliss=-1.08, Synergy_Loewe=-29.3, Synergy_HSA=-1.40. (3) Drug 1: COC1=C(C=C2C(=C1)N=CN=C2NC3=CC(=C(C=C3)F)Cl)OCCCN4CCOCC4. Drug 2: CCCCCOC(=O)NC1=NC(=O)N(C=C1F)C2C(C(C(O2)C)O)O. Cell line: OVCAR-5. Synergy scores: CSS=52.5, Synergy_ZIP=-0.695, Synergy_Bliss=0.879, Synergy_Loewe=-22.0, Synergy_HSA=1.99. (4) Drug 1: CS(=O)(=O)C1=CC(=C(C=C1)C(=O)NC2=CC(=C(C=C2)Cl)C3=CC=CC=N3)Cl. Drug 2: CCC1(CC2CC(C3=C(CCN(C2)C1)C4=CC=CC=C4N3)(C5=C(C=C6C(=C5)C78CCN9C7C(C=CC9)(C(C(C8N6C)(C(=O)OC)O)OC(=O)C)CC)OC)C(=O)OC)O.OS(=O)(=O)O. Cell line: OVCAR-8. Synergy scores: CSS=57.0, Synergy_ZIP=17.3, Synergy_Bliss=19.1, Synergy_Loewe=-1.91, Synergy_HSA=19.2. (5) Drug 1: COC1=NC(=NC2=C1N=CN2C3C(C(C(O3)CO)O)O)N. Drug 2: C1=CN(C=N1)CC(O)(P(=O)(O)O)P(=O)(O)O. Cell line: A549. Synergy scores: CSS=-4.11, Synergy_ZIP=1.47, Synergy_Bliss=-2.37, Synergy_Loewe=-3.09, Synergy_HSA=-4.77. (6) Drug 1: C1=C(C(=O)NC(=O)N1)N(CCCl)CCCl. Drug 2: CC1=C(N=C(N=C1N)C(CC(=O)N)NCC(C(=O)N)N)C(=O)NC(C(C2=CN=CN2)OC3C(C(C(C(O3)CO)O)O)OC4C(C(C(C(O4)CO)O)OC(=O)N)O)C(=O)NC(C)C(C(C)C(=O)NC(C(C)O)C(=O)NCCC5=NC(=CS5)C6=NC(=CS6)C(=O)NCCC[S+](C)C)O. Cell line: NCI-H522. Synergy scores: CSS=21.0, Synergy_ZIP=-10.8, Synergy_Bliss=-1.13, Synergy_Loewe=1.51, Synergy_HSA=1.96. (7) Drug 1: CC1=CC=C(C=C1)C2=CC(=NN2C3=CC=C(C=C3)S(=O)(=O)N)C(F)(F)F. Drug 2: C1CCC(C(C1)N)N.C(=O)(C(=O)[O-])[O-].[Pt+4]. Cell line: MDA-MB-231. Synergy scores: CSS=2.36, Synergy_ZIP=-2.87, Synergy_Bliss=-2.22, Synergy_Loewe=-12.5, Synergy_HSA=-4.79. (8) Drug 1: C1CC(=O)NC(=O)C1N2CC3=C(C2=O)C=CC=C3N. Drug 2: CC1=C2C(C(=O)C3(C(CC4C(C3C(C(C2(C)C)(CC1OC(=O)C(C(C5=CC=CC=C5)NC(=O)OC(C)(C)C)O)O)OC(=O)C6=CC=CC=C6)(CO4)OC(=O)C)O)C)O. Cell line: T-47D. Synergy scores: CSS=4.27, Synergy_ZIP=-8.55, Synergy_Bliss=-5.94, Synergy_Loewe=-17.9, Synergy_HSA=-6.47. (9) Drug 1: C1CCC(C1)C(CC#N)N2C=C(C=N2)C3=C4C=CNC4=NC=N3. Drug 2: COC1=C(C=C2C(=C1)N=CN=C2NC3=CC(=C(C=C3)F)Cl)OCCCN4CCOCC4. Cell line: EKVX. Synergy scores: CSS=39.9, Synergy_ZIP=2.83, Synergy_Bliss=2.39, Synergy_Loewe=3.60, Synergy_HSA=5.35.